From a dataset of Reaction yield outcomes from USPTO patents with 853,638 reactions. Predict the reaction yield, written as a fraction of the theoretical maximum amount of product (1.0 means a 100% yield; for example, 0.34 means a 34% yield). (1) The product is [F:1][C:2]1[CH:3]=[C:4]([N:24]2[CH2:25][CH2:26][CH:27]([C:30]([NH2:31])=[N:32][OH:33])[CH2:28][CH2:29]2)[CH:5]=[CH:6][C:7]=1[CH2:8][N:9]1[C@@H:14]([CH3:15])[CH2:13][CH2:12][C@H:11]([C:16]2[CH:21]=[CH:20][CH:19]=[CH:18][CH:17]=2)[S:10]1(=[O:23])=[O:22]. The reactants are [F:1][C:2]1[CH:3]=[C:4]([N:24]2[CH2:29][CH2:28][CH:27]([C:30]#[N:31])[CH2:26][CH2:25]2)[CH:5]=[CH:6][C:7]=1[CH2:8][N:9]1[C@@H:14]([CH3:15])[CH2:13][CH2:12][CH:11]([C:16]2[CH:21]=[CH:20][CH:19]=[CH:18][CH:17]=2)[S:10]1(=[O:23])=[O:22].[NH2:32][OH:33]. The yield is 0.750. The catalyst is C(O)C. (2) The reactants are [Cl:1][C:2]1[CH:3]=[CH:4][C:5]([CH2:8][O:9][C:10]2[CH:15]=[CH:14][NH:13][C:12](=[O:16])[CH:11]=2)=[N:6][CH:7]=1.Br[C:18]1[CH:23]=[CH:22][C:21]2[C:24]3[CH2:25][N:26]([C:32]([O:34][C:35]([CH3:38])([CH3:37])[CH3:36])=[O:33])[CH2:27][CH2:28][CH2:29][C:30]=3[O:31][C:20]=2[CH:19]=1.C([O-])([O-])=O.[Cs+].[Cs+].CN[C@@H]1CCCC[C@H]1NC. The catalyst is C1(C)C=CC=CC=1.[Cu]I. The product is [Cl:1][C:2]1[CH:3]=[CH:4][C:5]([CH2:8][O:9][C:10]2[CH:15]=[CH:14][N:13]([C:18]3[CH:23]=[CH:22][C:21]4[C:24]5[CH2:25][N:26]([C:32]([O:34][C:35]([CH3:38])([CH3:37])[CH3:36])=[O:33])[CH2:27][CH2:28][CH2:29][C:30]=5[O:31][C:20]=4[CH:19]=3)[C:12](=[O:16])[CH:11]=2)=[N:6][CH:7]=1. The yield is 0.320. (3) The reactants are CO[CH:3](OC)[CH2:4][N:5]([CH:15]1[CH2:20][CH2:19][N:18]([C:21]([O:23][C:24]([CH3:27])([CH3:26])[CH3:25])=[O:22])[CH2:17][CH2:16]1)[C:6]([NH:8][C:9]1[CH:14]=[CH:13][CH:12]=[CH:11][CH:10]=1)=[O:7].CS(O)(=O)=O.C(=O)([O-])[O-].[Na+].[Na+].C(=O)(O)[O-].[Na+].C(OC(OC(C)(C)C)=O)(OC(C)(C)C)=O. The catalyst is O.O1CCOCC1. The product is [O:7]=[C:6]1[N:8]([C:9]2[CH:10]=[CH:11][CH:12]=[CH:13][CH:14]=2)[CH:3]=[CH:4][N:5]1[CH:15]1[CH2:16][CH2:17][N:18]([C:21]([O:23][C:24]([CH3:26])([CH3:25])[CH3:27])=[O:22])[CH2:19][CH2:20]1. The yield is 0.590. (4) The reactants are [I:1][C:2]1[CH:11]=[N:10][C:5]2[NH:6][CH2:7][CH2:8][NH:9][C:4]=2[CH:3]=1.[C:12]1([CH2:18][C:19](Cl)=[O:20])[CH:17]=[CH:16][CH:15]=[CH:14][CH:13]=1. No catalyst specified. The product is [I:1][C:2]1[CH:11]=[N:10][C:5]2[NH:6][CH2:7][CH2:8][N:9]([C:19](=[O:20])[CH2:18][C:12]3[CH:17]=[CH:16][CH:15]=[CH:14][CH:13]=3)[C:4]=2[CH:3]=1. The yield is 0.310. (5) The reactants are [CH3:1][O:2][C:3]([C:5]1([C:8]2[CH:13]=[CH:12][C:11]([O:14][CH3:15])=[CH:10][CH:9]=2)[CH2:7][CH2:6]1)=[O:4].[N+:16]([O-])([OH:18])=[O:17].Cl. The catalyst is CC(OC(C)=O)=O.CC(O)=O. The product is [CH3:1][O:2][C:3]([C:5]1([C:8]2[CH:9]=[CH:10][C:11]([O:14][CH3:15])=[C:12]([N+:16]([O-:18])=[O:17])[CH:13]=2)[CH2:6][CH2:7]1)=[O:4]. The yield is 0.980.